From a dataset of Full USPTO retrosynthesis dataset with 1.9M reactions from patents (1976-2016). Predict the reactants needed to synthesize the given product. (1) Given the product [N:3]1[CH:4]=[CH:5][C:6]([N:9]2[CH2:14][CH2:13][C:12]3([CH2:19][CH2:18][N:17]([C:44]([C:37]4[CH:38]=[CH:39][CH:40]=[C:41]5[C:36]=4[CH2:35][N:34]([C:32]([O:31][C:27]([CH3:30])([CH3:29])[CH3:28])=[O:33])[CH2:43][CH2:42]5)=[O:45])[CH2:16][CH2:15]3)[CH2:11][CH2:10]2)=[CH:7][CH:8]=1, predict the reactants needed to synthesize it. The reactants are: Cl.Cl.[N:3]1[CH:8]=[CH:7][C:6]([N:9]2[CH2:14][CH2:13][C:12]3([CH2:19][CH2:18][NH:17][CH2:16][CH2:15]3)[CH2:11][CH2:10]2)=[CH:5][CH:4]=1.C(N(CC)CC)C.[C:27]([O:31][C:32]([N:34]1[CH2:43][CH2:42][C:41]2[C:36](=[C:37]([C:44](O)=[O:45])[CH:38]=[CH:39][CH:40]=2)[CH2:35]1)=[O:33])([CH3:30])([CH3:29])[CH3:28].F[P-](F)(F)(F)(F)F.N1(O[P+](N(C)C)(N(C)C)N(C)C)C2C=CC=CC=2N=N1.CN1CCOCC1. (2) Given the product [N:28]1[CH:33]=[CH:32][C:31]([C:34]2[CH:35]=[C:36]([NH:40][C:14]([C:1]3[C:13]4[CH2:12][C:11]5[C:6](=[CH:7][CH:8]=[CH:9][CH:10]=5)[C:5]=4[CH:4]=[CH:3][CH:2]=3)=[O:15])[CH:37]=[CH:38][CH:39]=2)=[CH:30][N:29]=1, predict the reactants needed to synthesize it. The reactants are: [C:1]1([C:14](O)=[O:15])[C:13]2[CH2:12][C:11]3[C:6](=[CH:7][CH:8]=[CH:9][CH:10]=3)[C:5]=2[CH:4]=[CH:3][CH:2]=1.C(Cl)(=O)C(Cl)=O.CN(C)C=O.[N:28]1[CH:33]=[CH:32][C:31]([C:34]2[CH:35]=[C:36]([NH2:40])[CH:37]=[CH:38][CH:39]=2)=[CH:30][N:29]=1.